From a dataset of Reaction yield outcomes from USPTO patents with 853,638 reactions. Predict the reaction yield, written as a fraction of the theoretical maximum amount of product (1.0 means a 100% yield; for example, 0.34 means a 34% yield). (1) The yield is 0.200. The catalyst is CN(C=O)C. The reactants are [NH:1]1[CH:5]=[CH:4][N:3]=[C:2]1[NH:6][C:7]([C:9]1[C:17]2[NH:16][C:15]([NH2:18])=[N:14][C:13]=2[CH:12]=[CH:11][CH:10]=1)=[O:8].N1([C:24]([N:26]2[CH:30]=[CH:29][N:28]=[CH:27]2)=[O:25])C=CN=C1.C1C2[C:35](=[CH:36][CH:37]=[CH:38]C=2)[CH:34]=[C:33](N)N=1. The product is [NH:3]1[CH:4]=[CH:5][N:1]=[C:2]1[NH:6][C:7]([C:9]1[C:17]2[N:16]=[C:15]([NH:18][C:24]([NH:26][C:27]3[N:28]=[CH:29][C:30]4[C:37]([CH:38]=3)=[CH:36][CH:35]=[CH:34][CH:33]=4)=[O:25])[NH:14][C:13]=2[CH:12]=[CH:11][CH:10]=1)=[O:8]. (2) The reactants are [OH-:1].[Na+].OO.[Cl:5][C:6]1[CH:7]=[C:8]([S:12]([N:15]2[CH2:20][CH2:19][C:18]([NH:23][C:24]([CH:26]3[CH2:31][CH2:30][CH2:29][CH2:28][CH2:27]3)=O)([C:21]#[N:22])[CH2:17][CH2:16]2)(=[O:14])=[O:13])[CH:9]=[CH:10][CH:11]=1.O. The catalyst is C(O)C. The product is [Cl:5][C:6]1[CH:7]=[C:8]([S:12]([N:15]2[CH2:20][CH2:19][C:18]3([N:23]=[C:24]([CH:26]4[CH2:31][CH2:30][CH2:29][CH2:28][CH2:27]4)[NH:22][C:21]3=[O:1])[CH2:17][CH2:16]2)(=[O:14])=[O:13])[CH:9]=[CH:10][CH:11]=1. The yield is 0.520. (3) The reactants are [CH3:1][N:2]1[CH2:7][CH2:6][NH:5][CH2:4][CH2:3]1.[Cl:8][C:9]1[CH:10]=[C:11]([C:17]2[CH:21]=[CH:20][N:19]([CH2:22][C@@H:23]([NH:25][C:26]([C:28]3[NH:32][N:31]=[C:30]([C:33]([OH:35])=O)[CH:29]=3)=[O:27])[CH3:24])[N:18]=2)[CH:12]=[CH:13][C:14]=1[C:15]#[N:16].C1C=CC2N(O)N=NC=2C=1.CCN(C(C)C)C(C)C.CCN=C=NCCCN(C)C.Cl. The catalyst is C(Cl)Cl.O. The product is [Cl:8][C:9]1[CH:10]=[C:11]([C:17]2[CH:21]=[CH:20][N:19]([CH2:22][C@@H:23]([NH:25][C:26]([C:28]3[NH:32][N:31]=[C:30]([C:33]([N:5]4[CH2:6][CH2:7][N:2]([CH3:1])[CH2:3][CH2:4]4)=[O:35])[CH:29]=3)=[O:27])[CH3:24])[N:18]=2)[CH:12]=[CH:13][C:14]=1[C:15]#[N:16]. The yield is 0.120. (4) The reactants are [C:9](O[C:9]([O:11][C:12]([CH3:15])([CH3:14])[CH3:13])=[O:10])([O:11][C:12]([CH3:15])([CH3:14])[CH3:13])=[O:10].[CH3:16][NH:17][CH2:18][CH2:19][NH2:20]. The catalyst is C1COCC1. The product is [NH2:20][CH2:19][CH2:18][N:17]([CH3:16])[C:9](=[O:10])[O:11][C:12]([CH3:13])([CH3:14])[CH3:15]. The yield is 0.100. (5) The reactants are Cl.[N+:2]([C:5]1[CH:10]=[CH:9][C:8]([CH2:11][CH2:12][NH2:13])=[CH:7][CH:6]=1)([O-:4])=[O:3].[CH2:14]([N:18]1[C:23](Cl)=[CH:22][C:21](=[O:25])[N:20]([CH2:26][C:27]2[CH:32]=[CH:31][CH:30]=[CH:29][C:28]=2[F:33])[C:19]1=[O:34])[CH2:15][CH2:16][CH3:17].C(N(CC)CC)C.O. The catalyst is CN1CCCC1=O. The product is [CH2:14]([N:18]1[C:23]([NH:13][CH2:12][CH2:11][C:8]2[CH:7]=[CH:6][C:5]([N+:2]([O-:4])=[O:3])=[CH:10][CH:9]=2)=[CH:22][C:21](=[O:25])[N:20]([CH2:26][C:27]2[CH:32]=[CH:31][CH:30]=[CH:29][C:28]=2[F:33])[C:19]1=[O:34])[CH2:15][CH2:16][CH3:17]. The yield is 0.410. (6) The reactants are [F:1][C:2]([F:7])([F:6])[C:3]([OH:5])=[O:4].FC(F)(F)C(O)=O.[Cl:15][C:16]1[CH:17]=[N:18][C:19]2[NH:20][C:21]3[CH:22]=[CH:23][CH:24]=[C:25]([CH:45]=3)[CH2:26][CH2:27][C:28]3[CH:36]=[C:32]([NH:33][C:34]=1[N:35]=2)[CH:31]=[CH:30][C:29]=3[NH:37][C:38]([C@@H:40]1[CH2:44][CH2:43][NH:42][CH2:41]1)=[O:39].[C:46]1([N:52]=[C:53]=[O:54])[CH:51]=[CH:50][CH:49]=[CH:48][CH:47]=1. No catalyst specified. The product is [F:1][C:2]([F:7])([F:6])[C:3]([OH:5])=[O:4].[Cl:15][C:16]1[CH:17]=[N:18][C:19]2[NH:20][C:21]3[CH:22]=[CH:23][CH:24]=[C:25]([CH:45]=3)[CH2:26][CH2:27][C:28]3[CH:36]=[C:32]([NH:33][C:34]=1[N:35]=2)[CH:31]=[CH:30][C:29]=3[NH:37][C:38]([C@@H:40]1[CH2:44][CH2:43][N:42]([C:53]([NH:52][C:46]2[CH:51]=[CH:50][CH:49]=[CH:48][CH:47]=2)=[O:54])[CH2:41]1)=[O:39]. The yield is 0.460. (7) The reactants are [N:1]1[C:5]2[CH:6]=[CH:7][CH:8]=[CH:9][C:4]=2[NH:3][C:2]=1[CH2:10][C:11]#[N:12].[F:13][C:14]1[CH:15]=[C:16]([CH:21]([C:27](=O)[CH3:28])[C:22](OCC)=[O:23])[CH:17]=[C:18]([F:20])[CH:19]=1.C([O-])(=O)C.[NH4+].O. The catalyst is C(#N)C. The product is [F:13][C:14]1[CH:15]=[C:16]([CH:21]2[C:22](=[O:23])[N:1]3[C:5]4[CH:6]=[CH:7][CH:8]=[CH:9][C:4]=4[N:3]=[C:2]3[C:10]([C:11]#[N:12])=[C:27]2[CH3:28])[CH:17]=[C:18]([F:20])[CH:19]=1. The yield is 0.200.